This data is from Reaction yield outcomes from USPTO patents with 853,638 reactions. The task is: Predict the reaction yield, written as a fraction of the theoretical maximum amount of product (1.0 means a 100% yield; for example, 0.34 means a 34% yield). (1) The product is [Cl:2][C:3]1[CH:4]=[C:5]([N:10]2[C:14](=[O:15])[C@@:13]3([C@H:19]([C:20]4[CH:21]=[CH:22][C:23]([C:24]#[N:25])=[CH:26][CH:27]=4)[CH2:18][NH:17][CH2:16]3)[N:12]([CH3:28])[C:11]2=[O:29])[CH:6]=[C:7]([Cl:9])[CH:8]=1. The catalyst is ClCCl. The yield is 0.350. The reactants are Cl.[Cl:2][C:3]1[CH:4]=[C:5]([N:10]2[C:14](=[O:15])[C@@:13]3([C@H:19]([C:20]4[CH:27]=[CH:26][C:23]([C:24]#[N:25])=[CH:22][CH:21]=4)[CH2:18][NH:17][CH2:16]3)[N:12]([CH3:28])[C:11]2=[O:29])[CH:6]=[C:7]([Cl:9])[CH:8]=1.C1(C)C=CC(C([C@](C(O)=O)(O)[C@](C(C2C=CC(C)=CC=2)=O)(O)C(O)=O)=O)=CC=1. (2) The reactants are [NH2:1][C:2]1[S:3][C:4]([C:7]([O:9]C)=[O:8])=[CH:5][N:6]=1.[Cl:11][C:12]1[CH:13]=[CH:14][C:15]2[S:19][C:18]([S:20](Cl)(=[O:22])=[O:21])=[C:17]([CH3:24])[C:16]=2[CH:25]=1. No catalyst specified. The product is [Cl:11][C:12]1[CH:13]=[CH:14][C:15]2[S:19][C:18]([S:20]([NH:1][C:2]3[S:3][C:4]([C:7]([OH:9])=[O:8])=[CH:5][N:6]=3)(=[O:22])=[O:21])=[C:17]([CH3:24])[C:16]=2[CH:25]=1. The yield is 0.350. (3) The reactants are Br[C:2]1[C:11]2[C:6](=[CH:7][CH:8]=[CH:9][CH:10]=2)[CH:5]=[C:4]([S:12]([C:14]2[CH:19]=[CH:18][C:17]([F:20])=[CH:16][CH:15]=2)=[O:13])[N:3]=1.C1(P(C2C=CC=CC=2)C2C3OC4C(=CC=CC=4P(C4C=CC=CC=4)C4C=CC=CC=4)C(C)(C)C=3C=CC=2)C=CC=CC=1.[CH3:63][C:64]1[S:68][C:67]([NH2:69])=[N:66][CH:65]=1.C([O-])([O-])=O.[Na+].[Na+]. The catalyst is C1(C)C=CC=CC=1.O.C(Cl)Cl.CO. The product is [F:20][C:17]1[CH:18]=[CH:19][C:14]([S:12]([C:4]2[N:3]=[C:2]([NH:69][C:67]3[S:68][C:64]([CH3:63])=[CH:65][N:66]=3)[C:11]3[C:6]([CH:5]=2)=[CH:7][CH:8]=[CH:9][CH:10]=3)=[O:13])=[CH:15][CH:16]=1. The yield is 0.660. (4) The reactants are [CH3:1][C:2]1[N:7]=[C:6]2[S:8][C:9]3[CH2:13][CH2:12][CH2:11][C:10]=3[C:5]2=[C:4]([C:14]2[S:15][CH:16]=[CH:17][CH:18]=2)[C:3]=1[CH:19]([CH2:24][CH2:25][CH3:26])[C:20]([O:22]C)=[O:21].[OH-].[Na+].Cl. The catalyst is CO. The product is [CH3:1][C:2]1[N:7]=[C:6]2[S:8][C:9]3[CH2:13][CH2:12][CH2:11][C:10]=3[C:5]2=[C:4]([C:14]2[S:15][CH:16]=[CH:17][CH:18]=2)[C:3]=1[CH:19]([CH2:24][CH2:25][CH3:26])[C:20]([OH:22])=[O:21]. The yield is 0.720.